From a dataset of CYP3A4 inhibition data for predicting drug metabolism from PubChem BioAssay. Regression/Classification. Given a drug SMILES string, predict its absorption, distribution, metabolism, or excretion properties. Task type varies by dataset: regression for continuous measurements (e.g., permeability, clearance, half-life) or binary classification for categorical outcomes (e.g., BBB penetration, CYP inhibition). Dataset: cyp3a4_veith. (1) The molecule is Cc1ccc(S(=O)(=O)NCC2CCC(C(=O)N3CCC4(CC3)OCCO4)CC2)cc1. The result is 1 (inhibitor). (2) The compound is Cc1ccc(C2C(C(=O)c3ccco3)=C(O)C(=O)N2c2nnc(C)s2)cc1. The result is 0 (non-inhibitor).